This data is from Catalyst prediction with 721,799 reactions and 888 catalyst types from USPTO. The task is: Predict which catalyst facilitates the given reaction. (1) The catalyst class is: 20. Reactant: C[O:2][C:3](=[O:44])[CH2:4][CH2:5][CH2:6][N:7]1[C:15]2[C:10](=[CH:11][C:12]([O:16][CH:17]([F:19])[F:18])=[CH:13][CH:14]=2)[C:9]([C:20]2[N:21]=[C:22]3[C:28]([C:29](=[O:35])[NH:30][C:31]([CH3:34])([CH3:33])[CH3:32])=[CH:27][N:26]([CH2:36][O:37][CH2:38][CH2:39][Si:40]([CH3:43])([CH3:42])[CH3:41])[C:23]3=[N:24][CH:25]=2)=[N:8]1.CO.[OH-].[Li+].Cl. Product: [C:31]([NH:30][C:29]([C:28]1[C:22]2[C:23](=[N:24][CH:25]=[C:20]([C:9]3[C:10]4[C:15](=[CH:14][CH:13]=[C:12]([O:16][CH:17]([F:18])[F:19])[CH:11]=4)[N:7]([CH2:6][CH2:5][CH2:4][C:3]([OH:44])=[O:2])[N:8]=3)[N:21]=2)[N:26]([CH2:36][O:37][CH2:38][CH2:39][Si:40]([CH3:43])([CH3:42])[CH3:41])[CH:27]=1)=[O:35])([CH3:32])([CH3:33])[CH3:34]. (2) Reactant: [CH:1]([C:4]1[N:20]=[C:7]2[CH:8]=[C:9]([NH:12]C(=O)OC(C)(C)C)[CH:10]=[CH:11][N:6]2[N:5]=1)([CH3:3])[CH3:2].Cl. Product: [CH:1]([C:4]1[N:20]=[C:7]2[CH:8]=[C:9]([NH2:12])[CH:10]=[CH:11][N:6]2[N:5]=1)([CH3:3])[CH3:2]. The catalyst class is: 7. (3) Reactant: [F:1][C:2]([F:18])([O:7][C:8]1[CH:17]=[CH:16][C:11]([C:12]([NH:14][NH2:15])=[O:13])=[CH:10][CH:9]=1)[C:3]([F:6])([F:5])[F:4].[CH:19](OC)(OC)OC.C(O)(=O)C. Product: [F:1][C:2]([F:18])([O:7][C:8]1[CH:17]=[CH:16][C:11]([C:12]2[O:13][CH:19]=[N:15][N:14]=2)=[CH:10][CH:9]=1)[C:3]([F:5])([F:4])[F:6]. The catalyst class is: 5.